From a dataset of Catalyst prediction with 721,799 reactions and 888 catalyst types from USPTO. Predict which catalyst facilitates the given reaction. (1) Reactant: C([Li])CCC.C(NC(C)C)(C)C.[CH3:13][N:14]1[C:19](=[O:20])[C:18]2[CH:21]=[C:22]([CH2:24][C:25]3[C:34]4[C:29](=[CH:30][CH:31]=[CH:32][CH:33]=4)[CH:28]=[CH:27][CH:26]=3)[S:23][C:17]=2[C:16]([CH2:35][CH:36]([CH3:38])[CH3:37])=[N:15]1.[CH:39]1[CH:44]=[C:43]([S:45][S:45][C:43]2[N:42]=[CH:41][CH:40]=[CH:39][CH:44]=2)[N:42]=[CH:41][CH:40]=1. Product: [CH3:13][N:14]1[C:19](=[O:20])[C:18]2[C:21]([S:45][C:43]3[CH:44]=[CH:39][CH:40]=[CH:41][N:42]=3)=[C:22]([CH2:24][C:25]3[C:34]4[C:29](=[CH:30][CH:31]=[CH:32][CH:33]=4)[CH:28]=[CH:27][CH:26]=3)[S:23][C:17]=2[C:16]([CH2:35][CH:36]([CH3:38])[CH3:37])=[N:15]1. The catalyst class is: 7. (2) Reactant: Cl[CH2:2][CH2:3][CH2:4][C:5]([O:7][C:8]([CH3:11])([CH3:10])[CH3:9])=[O:6].[CH2:12]([O:19][C:20](=[O:26])[CH2:21][CH2:22][C:23]([O-:25])=[O:24])[C:13]1[CH:18]=[CH:17][CH:16]=[CH:15][CH:14]=1.[Cs+]. Product: [C:23]([O:25][CH2:2][CH2:3][CH2:4][C:5]([O:7][C:8]([CH3:11])([CH3:10])[CH3:9])=[O:6])(=[O:24])[CH2:22][CH2:21][C:20]([O:19][CH2:12][C:13]1[CH:14]=[CH:15][CH:16]=[CH:17][CH:18]=1)=[O:26]. The catalyst class is: 3. (3) Reactant: [F:1]/[C:2](=[CH:7]\[C:8]1[CH:13]=[CH:12][CH:11]=[C:10]([NH:14][C:15]2[C:23]3[C:18](=[N:19][CH:20]=[CH:21][C:22]=3[O:24][C:25]3[CH:30]=[CH:29][C:28]([O:31][C:32]4[CH:37]=[CH:36][CH:35]=[CH:34][CH:33]=4)=[CH:27][CH:26]=3)[N:17]([CH2:38][C:39]3[CH:44]=[CH:43][C:42]([O:45][CH3:46])=[CH:41][CH:40]=3)[N:16]=2)[CH:9]=1)/[C:3]([O:5]C)=[O:4].[Li+].[OH-]. Product: [F:1]/[C:2](=[CH:7]\[C:8]1[CH:13]=[CH:12][CH:11]=[C:10]([NH:14][C:15]2[C:23]3[C:18](=[N:19][CH:20]=[CH:21][C:22]=3[O:24][C:25]3[CH:30]=[CH:29][C:28]([O:31][C:32]4[CH:37]=[CH:36][CH:35]=[CH:34][CH:33]=4)=[CH:27][CH:26]=3)[N:17]([CH2:38][C:39]3[CH:44]=[CH:43][C:42]([O:45][CH3:46])=[CH:41][CH:40]=3)[N:16]=2)[CH:9]=1)/[C:3]([OH:5])=[O:4]. The catalyst class is: 1. (4) Reactant: [F:1][CH2:2][C@H:3]1[CH2:7][N:6]([C@@H:8]([C:10]2[CH:15]=[CH:14][CH:13]=[CH:12][CH:11]=2)[CH3:9])[C:5](=[O:16])[C@@:4]1([CH3:22])[C:17]([O:19]CC)=[O:18].[OH-].[Na+].O. Product: [F:1][CH2:2][C@H:3]1[CH2:7][N:6]([C@@H:8]([C:10]2[CH:15]=[CH:14][CH:13]=[CH:12][CH:11]=2)[CH3:9])[C:5](=[O:16])[C@@:4]1([CH3:22])[C:17]([OH:19])=[O:18]. The catalyst class is: 8. (5) Reactant: ClC(OCC(Cl)(Cl)Cl)=O.C(N(CC)CC)C.[CH:17]([C:20]1[CH:25]=[CH:24][C:23]([CH:26]2[C:30]3[C:31]([CH3:45])=[C:32]([NH:36][C:37](=O)[O:38]CC(Cl)(Cl)Cl)[C:33]([CH3:35])=[CH:34][C:29]=3[O:28][CH2:27]2)=[CH:22][CH:21]=1)([CH3:19])[CH3:18].[C:46]([NH2:50])([CH3:49])([CH3:48])[CH3:47]. Product: [C:46]([NH:50][C:37]([NH:36][C:32]1[C:33]([CH3:35])=[CH:34][C:29]2[O:28][CH2:27][C@H:26]([C:23]3[CH:24]=[CH:25][C:20]([CH:17]([CH3:19])[CH3:18])=[CH:21][CH:22]=3)[C:30]=2[C:31]=1[CH3:45])=[O:38])([CH3:49])([CH3:48])[CH3:47]. The catalyst class is: 58. (6) Reactant: [Cl:1][C:2]1[CH:8]=[CH:7][C:5]([NH2:6])=[C:4]([C:9]2[CH:14]=[C:13]([O:15][CH3:16])[N:12]=[CH:11][N:10]=2)[C:3]=1[F:17].[CH3:18]OC(OC)OC.[N-:25]=[N+:26]=[N-:27].[Na+].O. Product: [Cl:1][C:2]1[C:3]([F:17])=[C:4]([C:9]2[CH:14]=[C:13]([O:15][CH3:16])[N:12]=[CH:11][N:10]=2)[C:5]([N:6]2[CH:18]=[N:27][N:26]=[N:25]2)=[CH:7][CH:8]=1. The catalyst class is: 52. (7) Reactant: [CH3:1][C:2]1[N:3]=[CH:4][N:5]([C:7]2[CH:12]=[C:11]([C:13]([F:16])([F:15])[F:14])[CH:10]=[C:9]([N+:17]([O-])=O)[CH:8]=2)[CH:6]=1. The catalyst class is: 19. Product: [CH3:1][C:2]1[N:3]=[CH:4][N:5]([C:7]2[CH:8]=[C:9]([CH:10]=[C:11]([C:13]([F:16])([F:14])[F:15])[CH:12]=2)[NH2:17])[CH:6]=1. (8) The catalyst class is: 31. Product: [CH2:1]([O:8][C:9]([N:11]1[CH2:12][CH2:13][C:14]2([O:18][C:17](=[O:19])[N:16]([CH2:34][CH:28]3[CH2:33][CH2:32][CH2:31][CH2:30][CH2:29]3)[CH:15]2[CH2:20][CH2:21][CH2:22][CH3:23])[CH2:24][CH2:25]1)=[O:10])[C:2]1[CH:3]=[CH:4][CH:5]=[CH:6][CH:7]=1. Reactant: [CH2:1]([O:8][C:9]([N:11]1[CH2:25][CH2:24][C:14]2([O:18][C:17](=[O:19])[NH:16][CH:15]2[CH2:20][CH2:21][CH2:22][CH3:23])[CH2:13][CH2:12]1)=[O:10])[C:2]1[CH:7]=[CH:6][CH:5]=[CH:4][CH:3]=1.[H-].[Na+].[CH:28]1([CH2:34]Br)[CH2:33][CH2:32][CH2:31][CH2:30][CH2:29]1.